This data is from Full USPTO retrosynthesis dataset with 1.9M reactions from patents (1976-2016). The task is: Predict the reactants needed to synthesize the given product. (1) Given the product [CH:7]([N:10]1[C:18]2[C:13](=[CH:14][CH:15]=[C:16]([NH:19][S:20]([CH3:23])(=[O:22])=[O:21])[CH:17]=2)[C:12]([C:24]2[CH:29]=[CH:28][C:27]([C:30]#[CH:31])=[CH:26][N:25]=2)=[CH:11]1)([CH3:9])[CH3:8], predict the reactants needed to synthesize it. The reactants are: C(=O)([O-])[O-].[K+].[K+].[CH:7]([N:10]1[C:18]2[C:13](=[CH:14][CH:15]=[C:16]([NH:19][S:20]([CH3:23])(=[O:22])=[O:21])[CH:17]=2)[C:12]([C:24]2[CH:29]=[CH:28][C:27]([C:30]#[C:31][Si](C)(C)C)=[CH:26][N:25]=2)=[CH:11]1)([CH3:9])[CH3:8]. (2) Given the product [NH:12]([C:2]1[CH:10]=[CH:9][C:5]([C:6]([OH:8])=[O:7])=[CH:4][N:3]=1)[NH2:13], predict the reactants needed to synthesize it. The reactants are: Cl[C:2]1[CH:10]=[CH:9][C:5]([C:6]([OH:8])=[O:7])=[CH:4][N:3]=1.O.[NH2:12][NH2:13]. (3) The reactants are: [C:1]([O:9][CH2:10][CH2:11][CH2:12][CH2:13][N:14]=[N+:15]=[N-:16])(=[O:8])[C:2]1[CH:7]=[CH:6][CH:5]=[CH:4][CH:3]=1.[C:17]([O:21][C:22]([CH3:25])([CH3:24])[CH3:23])(=[O:20])[C:18]#[CH:19].O=C1O[C@H]([C@H](CO)O)C(O)=C1O. Given the product [C:1]([O:9][CH2:10][CH2:11][CH2:12][CH2:13][N:14]1[CH:19]=[C:18]([C:17]([O:21][C:22]([CH3:25])([CH3:24])[CH3:23])=[O:20])[N:16]=[N:15]1)(=[O:8])[C:2]1[CH:3]=[CH:4][CH:5]=[CH:6][CH:7]=1, predict the reactants needed to synthesize it. (4) Given the product [O:1]1[C:5]2[CH:6]=[CH:7][CH:8]=[CH:9][C:4]=2[N:3]=[C:2]1[C:10]1[CH:19]=[CH:18][C:13]([CH2:14][OH:15])=[CH:12][CH:11]=1, predict the reactants needed to synthesize it. The reactants are: [O:1]1[C:5]2[CH:6]=[CH:7][CH:8]=[CH:9][C:4]=2[N:3]=[C:2]1[C:10]1[CH:19]=[CH:18][C:13]([C:14](OC)=[O:15])=[CH:12][CH:11]=1.CC(C[AlH]CC(C)C)C. (5) Given the product [CH3:1][O:2][CH2:3][O:4][C:5]1[CH:6]=[C:7]([CH:10]=[CH:11][C:12]=1[C:13]1[CH:18]=[CH:17][CH:16]=[CH:15][N:14]=1)[CH2:8][NH2:9], predict the reactants needed to synthesize it. The reactants are: [CH3:1][O:2][CH2:3][O:4][C:5]1[CH:6]=[C:7]([CH:10]=[CH:11][C:12]=1[C:13]1[CH:18]=[CH:17][CH:16]=[CH:15][N:14]=1)[C:8]#[N:9].[H-].[H-].[H-].[H-].[Li+].[Al+3]. (6) Given the product [O:1]1[CH2:2][CH2:3][N:4]([CH2:7][C:8]([NH:50][C:51]2[CH:52]=[C:53]([C:57]3[N:66]=[C:65]([NH:67][C:68]4[CH:69]=[C:70]5[C:74](=[CH:75][CH:76]=4)[N:73]([C:77]([O:79][C:80]([CH3:83])([CH3:82])[CH3:81])=[O:78])[N:72]=[CH:71]5)[C:64]4[C:59](=[CH:60][CH:61]=[CH:62][CH:63]=4)[N:58]=3)[CH:54]=[CH:55][CH:56]=2)=[O:10])[CH2:5][CH2:6]1, predict the reactants needed to synthesize it. The reactants are: [O:1]1[CH2:6][CH2:5][N:4]([CH2:7][C:8]([OH:10])=O)[CH2:3][CH2:2]1.C1CN([P+](ON2N=NC3C=CC=CC2=3)(N2CCCC2)N2CCCC2)CC1.F[P-](F)(F)(F)(F)F.CC(N(C)C)=O.[NH2:50][C:51]1[CH:52]=[C:53]([C:57]2[N:66]=[C:65]([NH:67][C:68]3[CH:69]=[C:70]4[C:74](=[CH:75][CH:76]=3)[N:73]([C:77]([O:79][C:80]([CH3:83])([CH3:82])[CH3:81])=[O:78])[N:72]=[CH:71]4)[C:64]3[C:59](=[CH:60][CH:61]=[CH:62][CH:63]=3)[N:58]=2)[CH:54]=[CH:55][CH:56]=1.